Dataset: NCI-60 drug combinations with 297,098 pairs across 59 cell lines. Task: Regression. Given two drug SMILES strings and cell line genomic features, predict the synergy score measuring deviation from expected non-interaction effect. (1) Drug 2: C1CN(CCN1C(=O)CCBr)C(=O)CCBr. Synergy scores: CSS=60.4, Synergy_ZIP=-6.37, Synergy_Bliss=-2.84, Synergy_Loewe=1.97, Synergy_HSA=3.76. Cell line: LOX IMVI. Drug 1: CC1CCC2CC(C(=CC=CC=CC(CC(C(=O)C(C(C(=CC(C(=O)CC(OC(=O)C3CCCCN3C(=O)C(=O)C1(O2)O)C(C)CC4CCC(C(C4)OC)OCCO)C)C)O)OC)C)C)C)OC. (2) Drug 1: CC1CCC2CC(C(=CC=CC=CC(CC(C(=O)C(C(C(=CC(C(=O)CC(OC(=O)C3CCCCN3C(=O)C(=O)C1(O2)O)C(C)CC4CCC(C(C4)OC)O)C)C)O)OC)C)C)C)OC. Drug 2: C1C(C(OC1N2C=NC3=C2NC=NCC3O)CO)O. Cell line: CCRF-CEM. Synergy scores: CSS=40.0, Synergy_ZIP=2.69, Synergy_Bliss=4.10, Synergy_Loewe=-31.0, Synergy_HSA=4.02.